Dataset: Catalyst prediction with 721,799 reactions and 888 catalyst types from USPTO. Task: Predict which catalyst facilitates the given reaction. (1) Product: [ClH:39].[Cl:39][CH2:33][C:32]1[C:23]([NH:22][CH:19]([CH3:21])[CH3:20])=[N:24][C:25]2[C:30]([CH:31]=1)=[CH:29][C:28]([O:35][CH3:36])=[CH:27][CH:26]=2. The catalyst class is: 2. Reactant: COC1C=C2C(=CC=1)N=C(NCCC)C(CO)=C2.[CH:19]([NH:22][C:23]1[C:32]([CH2:33]O)=[CH:31][C:30]2[C:25](=[CH:26][CH:27]=[C:28]([O:35][CH3:36])[CH:29]=2)[N:24]=1)([CH3:21])[CH3:20].O=S(Cl)[Cl:39]. (2) Reactant: [Br:1][C:2]1[C:3]([C:9]([F:12])([F:11])[F:10])=[CH:4][C:5](I)=[N:6][CH:7]=1.[Li]CCCC.[F:18][C:19]([F:26])([F:25])[C:20](OCC)=[O:21]. Product: [Br:1][C:2]1[C:3]([C:9]([F:12])([F:11])[F:10])=[CH:4][C:5]([C:20](=[O:21])[C:19]([F:26])([F:25])[F:18])=[N:6][CH:7]=1. The catalyst class is: 11. (3) Reactant: C[O:2][C:3]1[C:10]([O:11][CH2:12][CH2:13][O:14][CH3:15])=[CH:9][C:6]([C:7]#[N:8])=[C:5]([N+:16]([O-:18])=[O:17])[CH:4]=1.[Al+3].[Cl-].[Cl-].[Cl-].CC(=O)OCC. Product: [OH:2][C:3]1[C:10]([O:11][CH2:12][CH2:13][O:14][CH3:15])=[CH:9][C:6]([C:7]#[N:8])=[C:5]([N+:16]([O-:18])=[O:17])[CH:4]=1. The catalyst class is: 473. (4) Reactant: [CH3:1][C:2]1[N:7]2[N:8]=[C:9]([NH2:11])[N:10]=[C:6]2[CH:5]=[CH:4][CH:3]=1.[C:12](O[C:12]([O:14][C:15]([CH3:18])([CH3:17])[CH3:16])=[O:13])([O:14][C:15]([CH3:18])([CH3:17])[CH3:16])=[O:13]. Product: [C:15]([O:14][C:12]([N:11]([C:12]([O:14][C:15]([CH3:18])([CH3:17])[CH3:16])=[O:13])[C:9]1[N:10]=[C:6]2[CH:5]=[CH:4][CH:3]=[C:2]([CH3:1])[N:7]2[N:8]=1)=[O:13])([CH3:18])([CH3:17])[CH3:16]. The catalyst class is: 599.